From a dataset of Retrosynthesis with 50K atom-mapped reactions and 10 reaction types from USPTO. Predict the reactants needed to synthesize the given product. (1) Given the product CC(C)(C)OC(=O)NC1(CO[Si](C)(C)C(C)(C)C)CCNC1, predict the reactants needed to synthesize it. The reactants are: CC(C)(C)OC(=O)NC1(CO[Si](C)(C)C(C)(C)C)CCN(Cc2ccccc2)C1. (2) Given the product O=C(Nc1ccc(-c2coc(-c3ccccc3)n2)cc1)c1ccccc1Cl, predict the reactants needed to synthesize it. The reactants are: O=C(Nc1ccc(-c2coc(-c3ccccc3)n2)cc1)c1ccc(Cl)cc1Cl. (3) Given the product Cc1ccc(Cl)nc1, predict the reactants needed to synthesize it. The reactants are: ClCc1ccc(Cl)nc1. (4) The reactants are: CC1(C)CC(=O)NC2=C1c1ccc(Cl)cc1CC2. Given the product CC1(C)CCNC2=C1c1ccc(Cl)cc1CC2, predict the reactants needed to synthesize it. (5) The reactants are: NCC(O)(CNC(=O)c1cnn(-c2ccc(F)cc2)c1N)C(F)(F)F.O=C(O)c1c(Br)cccc1Br. Given the product Nc1c(C(=O)NCC(O)(CNC(=O)c2c(Br)cccc2Br)C(F)(F)F)cnn1-c1ccc(F)cc1, predict the reactants needed to synthesize it.